From a dataset of Full USPTO retrosynthesis dataset with 1.9M reactions from patents (1976-2016). Predict the reactants needed to synthesize the given product. (1) Given the product [CH3:39][N:24]1[C:25]2=[N:26][C:27]([O:31][CH2:32][C:33]3[CH:38]=[CH:37][CH:36]=[CH:35][N:34]=3)=[CH:28][CH:29]=[C:30]2[C:22]([N:7]2[CH2:6][CH2:5][N:4]([C:8]([O:10][CH2:11][CH3:12])=[O:9])[CH2:3][C:2]2=[O:1])=[CH:23]1, predict the reactants needed to synthesize it. The reactants are: [O:1]=[C:2]1[NH:7][CH2:6][CH2:5][N:4]([C:8]([O:10][CH2:11][CH3:12])=[O:9])[CH2:3]1.P([O-])([O-])([O-])=O.[K+].[K+].[K+].Br[C:22]1[C:30]2[C:25](=[N:26][C:27]([O:31][CH2:32][C:33]3[CH:38]=[CH:37][CH:36]=[CH:35][N:34]=3)=[CH:28][CH:29]=2)[N:24]([CH3:39])[CH:23]=1.CNCCNC. (2) Given the product [F:1][C:2]1[CH:3]=[N:4][C:5]2[C:10]([C:11]=1[CH2:12][CH2:13][C:14]13[CH2:21][CH2:20][C:17]([NH2:22])([CH2:18][CH2:19]1)[CH2:16][O:15]3)=[N:9][C:8]([O:30][CH3:31])=[CH:7][C:6]=2[CH3:32], predict the reactants needed to synthesize it. The reactants are: [F:1][C:2]1[CH:3]=[N:4][C:5]2[C:10]([C:11]=1[CH2:12][CH2:13][C:14]13[CH2:21][CH2:20][C:17]([NH:22]C(=O)OC(C)(C)C)([CH2:18][CH2:19]1)[CH2:16][O:15]3)=[N:9][C:8]([O:30][CH3:31])=[CH:7][C:6]=2[CH3:32].FC(F)(F)C(O)=O.